From a dataset of Full USPTO retrosynthesis dataset with 1.9M reactions from patents (1976-2016). Predict the reactants needed to synthesize the given product. (1) Given the product [CH2:22]([C:12]1[C:13]2[C:14]([NH2:19])=[CH:15][CH:16]=[CH:17][C:18]=2[N:10]([CH2:9][C:7]2[CH:6]=[CH:5][CH:4]=[C:3]([O:2][CH3:1])[N:8]=2)[N:11]=1)[CH3:23], predict the reactants needed to synthesize it. The reactants are: [CH3:1][O:2][C:3]1[N:8]=[C:7]([CH2:9][N:10]2[C:18]3[C:13](=[C:14]([N+:19]([O-])=O)[CH:15]=[CH:16][CH:17]=3)[C:12]([CH:22]=[CH2:23])=[N:11]2)[CH:6]=[CH:5][CH:4]=1. (2) Given the product [C:41]([O:46][CH2:47][N:14]1[C:11]2=[N:12][CH:13]=[C:8]([C:5]3[CH:6]=[CH:7][C:2]([Cl:1])=[CH:3][CH:4]=3)[CH:9]=[C:10]2[C:16]([C:17](=[O:18])[C:19]2[C:24]([F:25])=[CH:23][CH:22]=[C:21]([NH:26][S:27]([CH2:30][CH2:31][CH3:32])(=[O:28])=[O:29])[C:20]=2[F:33])=[CH:15]1)(=[O:45])[CH:42]([CH3:44])[CH3:43], predict the reactants needed to synthesize it. The reactants are: [Cl:1][C:2]1[CH:7]=[CH:6][C:5]([C:8]2[CH:9]=[C:10]3[C:16]([C:17]([C:19]4[C:20]([F:33])=[C:21]([NH:26][S:27]([CH2:30][CH2:31][CH3:32])(=[O:29])=[O:28])[CH:22]=[CH:23][C:24]=4[F:25])=[O:18])=[CH:15][NH:14][C:11]3=[N:12][CH:13]=2)=[CH:4][CH:3]=1.CCN(CC)CC.[C:41]([O:46][CH2:47]Cl)(=[O:45])[CH:42]([CH3:44])[CH3:43]. (3) The reactants are: CC1C=C2C(N=CC=C2)=C2C=1C=CC=N2.C([O-])([O-])=O.[Cs+].[Cs+].I[C:23]1[CH:28]=[CH:27][C:26]([O:29][CH3:30])=[CH:25][CH:24]=1.[CH:31]1([OH:36])[CH2:35][CH2:34][CH2:33][CH2:32]1. Given the product [CH:31]1([O:36][C:23]2[CH:28]=[CH:27][C:26]([O:29][CH3:30])=[CH:25][CH:24]=2)[CH2:35][CH2:34][CH2:33][CH2:32]1, predict the reactants needed to synthesize it. (4) The reactants are: [NH2:1][C:2](=O)[CH:3]([F:18])[CH:4]([P:6](C(OCC)OCC)(=[O:10])[O:7]CC)[CH3:5].B.C1COCC1.Cl. Given the product [NH2:1][CH2:2][CH:3]([F:18])[CH:4]([PH:6](=[O:7])[OH:10])[CH3:5], predict the reactants needed to synthesize it. (5) Given the product [Br:25][C:26]1[CH:27]=[CH:28][C:29]([Cl:35])=[C:30]([CH:34]=1)[C:31]([NH:1][C:2]1[CH:7]=[CH:6][C:5]([N:8]2[C:14](=[O:15])[CH2:13][C:12](=[O:16])[NH:11][C:10]3[C:17]4[C:22]([CH:23]=[CH:24][C:9]2=3)=[CH:21][CH:20]=[CH:19][CH:18]=4)=[CH:4][CH:3]=1)=[O:32], predict the reactants needed to synthesize it. The reactants are: [NH2:1][C:2]1[CH:7]=[CH:6][C:5]([N:8]2[C:14](=[O:15])[CH2:13][C:12](=[O:16])[NH:11][C:10]3[C:17]4[C:22]([CH:23]=[CH:24][C:9]2=3)=[CH:21][CH:20]=[CH:19][CH:18]=4)=[CH:4][CH:3]=1.[Br:25][C:26]1[CH:27]=[CH:28][C:29]([Cl:35])=[C:30]([CH:34]=1)[C:31](Cl)=[O:32].C(NC1C=CC(N2C(=O)CC(=O)NC3C4C(C=CC2=3)=CC=CC=4)=CC=1)(=O)C1C=CC=CC=1. (6) Given the product [CH2:9]([CH:4]1[C:5](=[O:7])[NH:16][C:17]2[CH:22]=[CH:21][C:20]([N+:23]([O-:25])=[O:24])=[CH:19][C:18]=2[O:26]1)[C:10]1[CH:15]=[CH:14][CH:13]=[CH:12][CH:11]=1, predict the reactants needed to synthesize it. The reactants are: [F-].[K+].Br[CH:4]([CH2:9][C:10]1[CH:15]=[CH:14][CH:13]=[CH:12][CH:11]=1)[C:5]([O:7]C)=O.[NH2:16][C:17]1[CH:22]=[CH:21][C:20]([N+:23]([O-:25])=[O:24])=[CH:19][C:18]=1[OH:26].